Dataset: NCI-60 drug combinations with 297,098 pairs across 59 cell lines. Task: Regression. Given two drug SMILES strings and cell line genomic features, predict the synergy score measuring deviation from expected non-interaction effect. (1) Drug 1: C1CN1C2=NC(=NC(=N2)N3CC3)N4CC4. Drug 2: CN(C)C1=NC(=NC(=N1)N(C)C)N(C)C. Cell line: LOX IMVI. Synergy scores: CSS=27.5, Synergy_ZIP=0.868, Synergy_Bliss=-0.305, Synergy_Loewe=-1.58, Synergy_HSA=-1.47. (2) Drug 1: CC1OCC2C(O1)C(C(C(O2)OC3C4COC(=O)C4C(C5=CC6=C(C=C35)OCO6)C7=CC(=C(C(=C7)OC)O)OC)O)O. Drug 2: CC1CCCC2(C(O2)CC(NC(=O)CC(C(C(=O)C(C1O)C)(C)C)O)C(=CC3=CSC(=N3)C)C)C. Cell line: CCRF-CEM. Synergy scores: CSS=57.0, Synergy_ZIP=4.60, Synergy_Bliss=4.99, Synergy_Loewe=3.27, Synergy_HSA=3.35. (3) Drug 1: CN(CCCl)CCCl.Cl. Drug 2: C1C(C(OC1N2C=NC(=NC2=O)N)CO)O. Cell line: SN12C. Synergy scores: CSS=15.2, Synergy_ZIP=-7.44, Synergy_Bliss=0.701, Synergy_Loewe=2.34, Synergy_HSA=2.62. (4) Drug 1: CNC(=O)C1=NC=CC(=C1)OC2=CC=C(C=C2)NC(=O)NC3=CC(=C(C=C3)Cl)C(F)(F)F. Drug 2: CCCCC(=O)OCC(=O)C1(CC(C2=C(C1)C(=C3C(=C2O)C(=O)C4=C(C3=O)C=CC=C4OC)O)OC5CC(C(C(O5)C)O)NC(=O)C(F)(F)F)O. Cell line: MCF7. Synergy scores: CSS=33.0, Synergy_ZIP=0.841, Synergy_Bliss=-0.343, Synergy_Loewe=-13.6, Synergy_HSA=-1.19. (5) Drug 1: CN1CCC(CC1)COC2=C(C=C3C(=C2)N=CN=C3NC4=C(C=C(C=C4)Br)F)OC. Drug 2: C1C(C(OC1N2C=NC3=C2NC=NCC3O)CO)O. Cell line: HCT-15. Synergy scores: CSS=10.5, Synergy_ZIP=2.22, Synergy_Bliss=3.24, Synergy_Loewe=-6.22, Synergy_HSA=3.13.